This data is from Catalyst prediction with 721,799 reactions and 888 catalyst types from USPTO. The task is: Predict which catalyst facilitates the given reaction. Reactant: [N+:1]([C:4]1[CH:5]=[C:6]([C:10]2[CH:15]=[CH:14][N:13]=[CH:12][CH:11]=2)[CH:7]=[CH:8][CH:9]=1)([O-:3])=[O:2].[C:16](OC(=O)C)(=[O:18])[CH3:17].[BH4-].[Na+]. Product: [C:16]([N:13]1[CH2:14][CH2:15][C:10]([C:6]2[CH:7]=[CH:8][CH:9]=[C:4]([N+:1]([O-:3])=[O:2])[CH:5]=2)=[CH:11][CH2:12]1)(=[O:18])[CH3:17]. The catalyst class is: 15.